Predict the reactants needed to synthesize the given product. From a dataset of Full USPTO retrosynthesis dataset with 1.9M reactions from patents (1976-2016). (1) Given the product [C:1]([C:4]1[CH:5]=[N:6][C:7]2[C:12]([C:13]=1[NH:14][C@H:15]1[CH2:20][CH2:19][C@H:18]([NH:21][C:22](=[O:28])[O:23][C:24]([CH3:27])([CH3:26])[CH3:25])[CH2:17][CH2:16]1)=[CH:11][C:10]([C:35]1[CH:34]=[C:33]([F:46])[C:32]([OH:47])=[C:31]([Cl:30])[CH:36]=1)=[CH:9][CH:8]=2)(=[O:3])[CH3:2], predict the reactants needed to synthesize it. The reactants are: [C:1]([C:4]1[CH:5]=[N:6][C:7]2[C:12]([C:13]=1[NH:14][C@H:15]1[CH2:20][CH2:19][C@H:18]([NH:21][C:22](=[O:28])[O:23][C:24]([CH3:27])([CH3:26])[CH3:25])[CH2:17][CH2:16]1)=[CH:11][C:10](Br)=[CH:9][CH:8]=2)(=[O:3])[CH3:2].[Cl:30][C:31]1[CH:36]=[C:35](B2OC(C)(C)C(C)(C)O2)[CH:34]=[C:33]([F:46])[C:32]=1[OH:47]. (2) Given the product [F:31][C:32]1[CH:37]=[CH:36][C:35]([CH2:38][O:39][C:40]2[CH:48]=[CH:47][C:46]([C:49]([F:50])([F:51])[F:52])=[CH:45][C:41]=2[C:42]([NH:7][C:4]2[CH:5]=[CH:6][N:1]=[N:2][CH:3]=2)=[O:43])=[CH:34][CH:33]=1, predict the reactants needed to synthesize it. The reactants are: [N:1]1[CH:6]=[CH:5][C:4]([NH2:7])=[CH:3][N:2]=1.C(Cl)CCl.C1C=CC2N(O)N=NC=2C=1.C(N(C(C)C)CC)(C)C.[F:31][C:32]1[CH:37]=[CH:36][C:35]([CH2:38][O:39][C:40]2[CH:48]=[CH:47][C:46]([C:49]([F:52])([F:51])[F:50])=[CH:45][C:41]=2[C:42](O)=[O:43])=[CH:34][CH:33]=1. (3) Given the product [C:30]1([C:7]2[S:6][C:5]([C:3]([OH:4])=[O:2])=[C:9]([N:10]([C@H:20]3[CH2:21][CH2:22][C@H:23]([O:26][CH2:27][O:28][CH3:29])[CH2:24][CH2:25]3)[C:11]([C@H:13]3[CH2:18][CH2:17][C@H:16]([CH3:19])[CH2:15][CH2:14]3)=[O:12])[CH:8]=2)[CH2:35][CH2:34][CH2:33][CH2:32][CH:31]=1, predict the reactants needed to synthesize it. The reactants are: C[O:2][C:3]([C:5]1[S:6][C:7]([C:30]2[CH2:35][CH2:34][CH2:33][CH2:32][CH:31]=2)=[CH:8][C:9]=1[N:10]([C@H:20]1[CH2:25][CH2:24][C@H:23]([O:26][CH2:27][O:28][CH3:29])[CH2:22][CH2:21]1)[C:11]([C@H:13]1[CH2:18][CH2:17][C@H:16]([CH3:19])[CH2:15][CH2:14]1)=[O:12])=[O:4].[Li+].[OH-].O.